From a dataset of Full USPTO retrosynthesis dataset with 1.9M reactions from patents (1976-2016). Predict the reactants needed to synthesize the given product. (1) Given the product [N:21]12[CH2:29][CH2:28][CH:25]([CH2:26][CH2:27]1)[N:24]([C:2]1[CH:11]=[C:10]3[C:5]([CH:6]=[C:7]([C:14]4[CH:19]=[CH:18][CH:17]=[C:16]([Cl:20])[CH:15]=4)[N:8]([CH3:13])[C:9]3=[O:12])=[CH:4][CH:3]=1)[CH2:23][CH2:22]2, predict the reactants needed to synthesize it. The reactants are: Br[C:2]1[CH:11]=[C:10]2[C:5]([CH:6]=[C:7]([C:14]3[CH:19]=[CH:18][CH:17]=[C:16]([Cl:20])[CH:15]=3)[N:8]([CH3:13])[C:9]2=[O:12])=[CH:4][CH:3]=1.[N:21]12[CH2:29][CH2:28][CH:25]([CH2:26][CH2:27]1)[NH:24][CH2:23][CH2:22]2.CC(C)([O-])C.[Na+].C1C=CC(P(C2C=CC3C(=CC=CC=3)C=2C2C3C(=CC=CC=3)C=CC=2P(C2C=CC=CC=2)C2C=CC=CC=2)C2C=CC=CC=2)=CC=1. (2) The reactants are: CO[C:3]1[CH:4]=[C:5]([C@H:9]2OC(=O)N[C@@H:10]2C2C=CC=C(C#CC3C=CC=CC=3)C=2)[CH:6]=[CH:7][CH:8]=1.Br[C:30]1[CH:31]=[C:32]([C@@H:36]2[C@@H:40]([C:41]3[CH:46]=[CH:45][CH:44]=[C:43]([F:47])[CH:42]=3)[O:39][C:38](=[O:48])[NH:37]2)[CH:33]=[N:34][CH:35]=1.C1(C#C)C=CC=CC=1. Given the product [F:47][C:43]1[CH:42]=[C:41]([C@H:40]2[O:39][C:38](=[O:48])[NH:37][C@@H:36]2[C:32]2[CH:33]=[N:34][CH:35]=[C:30]([C:10]#[C:9][C:5]3[CH:6]=[CH:7][CH:8]=[CH:3][CH:4]=3)[CH:31]=2)[CH:46]=[CH:45][CH:44]=1, predict the reactants needed to synthesize it. (3) Given the product [N:1]1[CH:6]=[CH:5][CH:4]=[C:3]([CH2:7][CH2:8][NH:9][C:10]([C:12]2[N:13]([CH:32]([CH3:34])[CH3:33])[C:14]([CH2:30][OH:31])=[C:15]([C:23]3[CH:24]=[CH:25][C:26]([F:29])=[CH:27][CH:28]=3)[C:16]=2[C:17]2[CH:22]=[CH:21][CH:20]=[CH:19][CH:18]=2)=[O:11])[CH:2]=1, predict the reactants needed to synthesize it. The reactants are: [N:1]1[CH:6]=[CH:5][CH:4]=[C:3]([CH2:7][CH2:8][NH:9][C:10]([C:12]2[N:13]([CH:32]([CH3:34])[CH3:33])[C:14]([CH:30]=[O:31])=[C:15]([C:23]3[CH:28]=[CH:27][C:26]([F:29])=[CH:25][CH:24]=3)[C:16]=2[C:17]2[CH:22]=[CH:21][CH:20]=[CH:19][CH:18]=2)=[O:11])[CH:2]=1.C(O[AlH-](OC(C)(C)C)OC(C)(C)C)(C)(C)C.[Li+]. (4) The reactants are: [NH2:1][C:2]1[CH:7]=[CH:6][CH:5]=[CH:4][CH:3]=1.C(N(C(C)C)CC)(C)C.Cl[CH2:18][C:19]([N:21]1[CH2:26][CH2:25][N:24]([S:27]([C:30]2[CH:39]=[CH:38][C:37]3[C:32](=[CH:33][CH:34]=[CH:35][CH:36]=3)[CH:31]=2)(=[O:29])=[O:28])[CH2:23][CH2:22]1)=[O:20]. Given the product [CH:31]1[C:32]2[C:37](=[CH:36][CH:35]=[CH:34][CH:33]=2)[CH:38]=[CH:39][C:30]=1[S:27]([N:24]1[CH2:23][CH2:22][N:21]([C:19](=[O:20])[CH2:18][NH:1][C:2]2[CH:7]=[CH:6][CH:5]=[CH:4][CH:3]=2)[CH2:26][CH2:25]1)(=[O:29])=[O:28], predict the reactants needed to synthesize it. (5) Given the product [ClH:49].[ClH:49].[F:38][C:26]([F:25])([F:37])[C:27]1[N:28]=[CH:29][C:30]2[CH2:36][CH2:35][N:34]([C@H:2]3[CH2:7][O:6][C@H:5]([C:8]4[CH:13]=[C:12]([F:14])[C:11]([F:15])=[CH:10][C:9]=4[F:16])[C@@H:4]([NH2:17])[CH2:3]3)[CH2:33][C:31]=2[N:32]=1, predict the reactants needed to synthesize it. The reactants are: O=[C:2]1[CH2:7][O:6][C@H:5]([C:8]2[CH:13]=[C:12]([F:14])[C:11]([F:15])=[CH:10][C:9]=2[F:16])[C@@H:4]([NH:17]C(=O)OC(C)(C)C)[CH2:3]1.[F:25][C:26]([F:38])([F:37])[C:27]1[N:28]=[CH:29][C:30]2[CH2:36][CH2:35][NH:34][CH2:33][C:31]=2[N:32]=1.[B][B][B][B][B][B][B][B][B][B].[ClH:49].